Dataset: Forward reaction prediction with 1.9M reactions from USPTO patents (1976-2016). Task: Predict the product of the given reaction. Given the reactants [NH2:1][C:2]1[C:7]([NH:8][C:9]([C:11]2([C:14]3[O:18][N:17]=[C:16]([CH3:19])[CH:15]=3)[CH2:13][CH2:12]2)=O)=[CH:6][CH:5]=[C:4]([N:20]2[CH2:25][CH2:24][CH2:23][C@@H:22]([C:26]([N:28]3[CH2:32][CH2:31][CH2:30][CH2:29]3)=[O:27])[CH2:21]2)[N:3]=1.C[O-].[Na+].CO, predict the reaction product. The product is: [CH3:19][C:16]1[CH:15]=[C:14]([C:11]2([C:9]3[NH:1][C:2]4=[N:3][C:4]([N:20]5[CH2:25][CH2:24][CH2:23][C@@H:22]([C:26]([N:28]6[CH2:29][CH2:30][CH2:31][CH2:32]6)=[O:27])[CH2:21]5)=[CH:5][CH:6]=[C:7]4[N:8]=3)[CH2:12][CH2:13]2)[O:18][N:17]=1.